This data is from NCI-60 drug combinations with 297,098 pairs across 59 cell lines. The task is: Regression. Given two drug SMILES strings and cell line genomic features, predict the synergy score measuring deviation from expected non-interaction effect. (1) Drug 1: C1CCC(CC1)NC(=O)N(CCCl)N=O. Drug 2: CS(=O)(=O)CCNCC1=CC=C(O1)C2=CC3=C(C=C2)N=CN=C3NC4=CC(=C(C=C4)OCC5=CC(=CC=C5)F)Cl. Cell line: NCIH23. Synergy scores: CSS=7.79, Synergy_ZIP=0.625, Synergy_Bliss=4.20, Synergy_Loewe=0.941, Synergy_HSA=3.27. (2) Drug 1: CC12CCC3C(C1CCC2O)C(CC4=C3C=CC(=C4)O)CCCCCCCCCS(=O)CCCC(C(F)(F)F)(F)F. Drug 2: C(CN)CNCCSP(=O)(O)O. Cell line: 786-0. Synergy scores: CSS=-0.113, Synergy_ZIP=5.64, Synergy_Bliss=-0.998, Synergy_Loewe=-0.412, Synergy_HSA=-2.23. (3) Drug 1: CC(C)CN1C=NC2=C1C3=CC=CC=C3N=C2N. Drug 2: B(C(CC(C)C)NC(=O)C(CC1=CC=CC=C1)NC(=O)C2=NC=CN=C2)(O)O. Cell line: ACHN. Synergy scores: CSS=40.0, Synergy_ZIP=2.19, Synergy_Bliss=1.97, Synergy_Loewe=-2.03, Synergy_HSA=-0.491. (4) Drug 1: CC1C(C(CC(O1)OC2CC(CC3=C2C(=C4C(=C3O)C(=O)C5=C(C4=O)C(=CC=C5)OC)O)(C(=O)C)O)N)O.Cl. Drug 2: C1=NC2=C(N=C(N=C2N1C3C(C(C(O3)CO)O)F)Cl)N. Cell line: UACC-257. Synergy scores: CSS=18.8, Synergy_ZIP=-1.03, Synergy_Bliss=-0.130, Synergy_Loewe=-8.75, Synergy_HSA=-1.45. (5) Drug 1: CC1C(C(=O)NC(C(=O)N2CCCC2C(=O)N(CC(=O)N(C(C(=O)O1)C(C)C)C)C)C(C)C)NC(=O)C3=C4C(=C(C=C3)C)OC5=C(C(=O)C(=C(C5=N4)C(=O)NC6C(OC(=O)C(N(C(=O)CN(C(=O)C7CCCN7C(=O)C(NC6=O)C(C)C)C)C)C(C)C)C)N)C. Drug 2: C(CC(=O)O)C(=O)CN.Cl. Cell line: OVCAR-5. Synergy scores: CSS=30.9, Synergy_ZIP=-9.99, Synergy_Bliss=1.64, Synergy_Loewe=-17.3, Synergy_HSA=0.564. (6) Drug 1: CC1=CC=C(C=C1)C2=CC(=NN2C3=CC=C(C=C3)S(=O)(=O)N)C(F)(F)F. Drug 2: CC1=C(C(=O)C2=C(C1=O)N3CC4C(C3(C2COC(=O)N)OC)N4)N. Cell line: HCT-15. Synergy scores: CSS=42.0, Synergy_ZIP=-1.67, Synergy_Bliss=-3.95, Synergy_Loewe=-43.9, Synergy_HSA=-3.58. (7) Drug 1: CS(=O)(=O)C1=CC(=C(C=C1)C(=O)NC2=CC(=C(C=C2)Cl)C3=CC=CC=N3)Cl. Drug 2: CC1CCC2CC(C(=CC=CC=CC(CC(C(=O)C(C(C(=CC(C(=O)CC(OC(=O)C3CCCCN3C(=O)C(=O)C1(O2)O)C(C)CC4CCC(C(C4)OC)O)C)C)O)OC)C)C)C)OC. Cell line: SK-MEL-2. Synergy scores: CSS=25.2, Synergy_ZIP=5.29, Synergy_Bliss=7.98, Synergy_Loewe=-11.0, Synergy_HSA=3.97. (8) Drug 1: CC(C1=C(C=CC(=C1Cl)F)Cl)OC2=C(N=CC(=C2)C3=CN(N=C3)C4CCNCC4)N. Drug 2: CC1=C2C(C(=O)C3(C(CC4C(C3C(C(C2(C)C)(CC1OC(=O)C(C(C5=CC=CC=C5)NC(=O)C6=CC=CC=C6)O)O)OC(=O)C7=CC=CC=C7)(CO4)OC(=O)C)O)C)OC(=O)C. Cell line: CAKI-1. Synergy scores: CSS=49.4, Synergy_ZIP=-2.42, Synergy_Bliss=3.04, Synergy_Loewe=-49.8, Synergy_HSA=6.78. (9) Drug 1: CC1=C(C(=CC=C1)Cl)NC(=O)C2=CN=C(S2)NC3=CC(=NC(=N3)C)N4CCN(CC4)CCO. Drug 2: CCN(CC)CCCC(C)NC1=C2C=C(C=CC2=NC3=C1C=CC(=C3)Cl)OC. Cell line: UACC62. Synergy scores: CSS=4.28, Synergy_ZIP=-0.428, Synergy_Bliss=4.22, Synergy_Loewe=1.47, Synergy_HSA=2.04. (10) Drug 1: CS(=O)(=O)C1=CC(=C(C=C1)C(=O)NC2=CC(=C(C=C2)Cl)C3=CC=CC=N3)Cl. Drug 2: CC1=C(C=C(C=C1)NC(=O)C2=CC=C(C=C2)CN3CCN(CC3)C)NC4=NC=CC(=N4)C5=CN=CC=C5. Cell line: NCI/ADR-RES. Synergy scores: CSS=6.68, Synergy_ZIP=-2.28, Synergy_Bliss=-1.86, Synergy_Loewe=-2.76, Synergy_HSA=-2.99.